This data is from Catalyst prediction with 721,799 reactions and 888 catalyst types from USPTO. The task is: Predict which catalyst facilitates the given reaction. (1) Reactant: [CH3:1][C:2]1([CH3:16])[C:6]([CH3:8])([CH3:7])[O:5][B:4]([C:9]2[CH:10]=[C:11]([CH:13]=[CH:14][CH:15]=2)[NH2:12])[O:3]1.Cl[C:18]1[N:23]=[C:22]([CH3:24])[CH:21]=[CH:20][N:19]=1.O1CCOCC1.CS(O)(=O)=O. Product: [CH3:24][C:22]1[CH:21]=[CH:20][N:19]=[C:18]([NH:12][C:11]2[CH:13]=[CH:14][CH:15]=[C:9]([B:4]3[O:3][C:2]([CH3:16])([CH3:1])[C:6]([CH3:7])([CH3:8])[O:5]3)[CH:10]=2)[N:23]=1. The catalyst class is: 13. (2) Reactant: [Cl:1][C:2]1[CH:7]=[C:6](Cl)[C:5]([N+:9]([O-:11])=[O:10])=[CH:4][C:3]=1[CH3:12].[CH2:13]([NH2:17])[CH2:14][CH2:15][CH3:16].C(N(CC)CC)C. Product: [CH2:13]([NH:17][C:6]1[CH:7]=[C:2]([Cl:1])[C:3]([CH3:12])=[CH:4][C:5]=1[N+:9]([O-:11])=[O:10])[CH2:14][CH2:15][CH3:16]. The catalyst class is: 1. (3) Reactant: F[C:2]1[CH:7]=[CH:6][CH:5]=[C:4]([F:8])[N:3]=1.[C:9](#[N:13])[CH:10]([CH3:12])[CH3:11].C[Si](C)(C)[N-][Si](C)(C)C.[Na+]. Product: [F:8][C:4]1[N:3]=[C:2]([C:10]([CH3:12])([CH3:11])[C:9]#[N:13])[CH:7]=[CH:6][CH:5]=1. The catalyst class is: 11. (4) Reactant: [C:1]([O:5][C:6]([NH:8][C@H:9]([CH2:17][CH2:18][CH2:19][C:20]1[CH:25]=[CH:24][CH:23]=[CH:22][CH:21]=1)[C@H:10]([OH:16])[C:11]([O:13]CC)=[O:12])=[O:7])([CH3:4])([CH3:3])[CH3:2].OO.O.[OH-].[Li+]. Product: [C:1]([O:5][C:6]([NH:8][C@H:9]([CH2:17][CH2:18][CH2:19][C:20]1[CH:21]=[CH:22][CH:23]=[CH:24][CH:25]=1)[C@H:10]([OH:16])[C:11]([OH:13])=[O:12])=[O:7])([CH3:4])([CH3:2])[CH3:3]. The catalyst class is: 30. (5) Reactant: [N+:1]([C:4]1[CH:9]=[CH:8][C:7]([S:10](Cl)(=[O:12])=[O:11])=[CH:6][CH:5]=1)([O-:3])=[O:2].[CH3:14][N:15]1[CH2:20][CH2:19][CH:18]([C:21]2[C:29]3[C:24](=[CH:25][CH:26]=[C:27]([OH:30])[CH:28]=3)[NH:23][CH:22]=2)[CH2:17][CH2:16]1.[OH-].[Na+]. Product: [CH3:14][N:15]1[CH2:20][CH2:19][CH:18]([C:21]2[C:29]3[C:24](=[CH:25][CH:26]=[C:27]([O:30][S:10]([C:7]4[CH:6]=[CH:5][C:4]([N+:1]([O-:3])=[O:2])=[CH:9][CH:8]=4)(=[O:11])=[O:12])[CH:28]=3)[NH:23][CH:22]=2)[CH2:17][CH2:16]1. The catalyst class is: 1. (6) Reactant: [Cl:1][C:2]1[C:11]([N+:12]([O-])=O)=[CH:10][C:5]([C:6]([O:8][CH3:9])=[O:7])=[CH:4][C:3]=1[O:15][CH3:16].CCO.N#N. Product: [NH2:12][C:11]1[C:2]([Cl:1])=[C:3]([O:15][CH3:16])[CH:4]=[C:5]([CH:10]=1)[C:6]([O:8][CH3:9])=[O:7]. The catalyst class is: 150. (7) Reactant: [OH:1][CH2:2][CH2:3][NH:4][CH2:5][CH2:6][OH:7].[C:8]([O:12][C:13](O[C:13]([O:12][C:8]([CH3:11])([CH3:10])[CH3:9])=[O:14])=[O:14])([CH3:11])([CH3:10])[CH3:9]. Product: [C:8]([O:12][C:13]([N:4]([CH2:5][CH2:6][OH:7])[CH2:3][CH2:2][OH:1])=[O:14])([CH3:11])([CH3:10])[CH3:9]. The catalyst class is: 2. (8) Reactant: [F:1][C:2]1[CH:3]=[C:4]([N:8]=[C:9]=[O:10])[CH:5]=[CH:6][CH:7]=1.[CH3:11][O:12][C:13]1[CH:14]=[C:15]2[C:20](=[CH:21][C:22]=1[O:23][CH3:24])[N:19]=[CH:18][N:17]=[C:16]2[NH:25][C:26]1[S:27][C:28]2[CH:34]=[C:33]([NH2:35])[CH:32]=[CH:31][C:29]=2[N:30]=1. Product: [CH3:11][O:12][C:13]1[CH:14]=[C:15]2[C:20](=[CH:21][C:22]=1[O:23][CH3:24])[N:19]=[CH:18][N:17]=[C:16]2[NH:25][C:26]1[S:27][C:28]2[CH:34]=[C:33]([NH:35][C:9]([NH:8][C:4]3[CH:5]=[CH:6][CH:7]=[C:2]([F:1])[CH:3]=3)=[O:10])[CH:32]=[CH:31][C:29]=2[N:30]=1. The catalyst class is: 6.